This data is from Reaction yield outcomes from USPTO patents with 853,638 reactions. The task is: Predict the reaction yield, written as a fraction of the theoretical maximum amount of product (1.0 means a 100% yield; for example, 0.34 means a 34% yield). The reactants are [F:1][C:2]1[CH:10]=[C:9]2[C:5]([C:6]([C:12]3[N:13]=[C:14]4[C:20]([C:21]([NH:23][C:24]5([CH3:37])[CH2:29][CH2:28][N:27](C(OC(C)(C)C)=O)[CH2:26][CH2:25]5)=[O:22])=[CH:19][NH:18][C:15]4=[N:16][CH:17]=3)=[N:7][N:8]2[CH3:11])=[CH:4][CH:3]=1.[ClH:38]. The catalyst is O1CCOCC1. The product is [ClH:38].[F:1][C:2]1[CH:10]=[C:9]2[C:5]([C:6]([C:12]3[N:13]=[C:14]4[C:20]([C:21]([NH:23][C:24]5([CH3:37])[CH2:25][CH2:26][NH:27][CH2:28][CH2:29]5)=[O:22])=[CH:19][NH:18][C:15]4=[N:16][CH:17]=3)=[N:7][N:8]2[CH3:11])=[CH:4][CH:3]=1. The yield is 0.332.